From a dataset of Catalyst prediction with 721,799 reactions and 888 catalyst types from USPTO. Predict which catalyst facilitates the given reaction. (1) Reactant: [Cl:1][C:2]1[C:3]([CH:10]=O)=[N:4][N:5]([CH:7]([F:9])[F:8])[CH:6]=1.[N+](=[C:14](P(=O)(OC)OC)C(=O)C)=[N-].C([O-])([O-])=O.[K+].[K+]. Product: [Cl:1][C:2]1[C:3]([C:10]#[CH:14])=[N:4][N:5]([CH:7]([F:9])[F:8])[CH:6]=1. The catalyst class is: 5. (2) The catalyst class is: 33. Product: [NH2:1][C:2]1[C:10]([Cl:11])=[CH:9][C:5]([C:6]([O:8][CH2:14][CH3:15])=[O:7])=[C:4]([O:12][CH3:13])[CH:3]=1. Reactant: [NH2:1][C:2]1[C:10]([Cl:11])=[CH:9][C:5]([C:6]([OH:8])=[O:7])=[C:4]([O:12][CH3:13])[CH:3]=1.[CH2:14](O)[CH3:15].[OH-].[Na+]. (3) The catalyst class is: 3. Product: [Cl:1][C:2]1[CH:7]=[CH:6][C:5]([O:8][C:21]2[C:14]([F:13])=[CH:15][C:16]([CH:17]=[O:18])=[CH:19][C:20]=2[F:23])=[CH:4][C:3]=1[C:9]([F:10])([F:11])[F:12]. Reactant: [Cl:1][C:2]1[CH:7]=[CH:6][C:5]([OH:8])=[CH:4][C:3]=1[C:9]([F:12])([F:11])[F:10].[F:13][C:14]1[CH:15]=[C:16]([CH:19]=[C:20]([F:23])[C:21]=1F)[CH:17]=[O:18].C([O-])([O-])=O.[K+].[K+]. (4) Reactant: O1CCCCC1[O:7][CH:8]1[CH2:13][NH:12][C:11](=[O:14])[N:10]2[C:15]3[N:21]=[CH:20][CH:19]=[C:18]([O:22][CH3:23])[C:16]=3[CH:17]=[C:9]12. Product: [OH:7][CH:8]1[CH2:13][NH:12][C:11](=[O:14])[N:10]2[C:15]3[N:21]=[CH:20][CH:19]=[C:18]([O:22][CH3:23])[C:16]=3[CH:17]=[C:9]12. The catalyst class is: 2.